This data is from Forward reaction prediction with 1.9M reactions from USPTO patents (1976-2016). The task is: Predict the product of the given reaction. Given the reactants [NH2:1][C:2]1[CH:7]=[CH:6][C:5]([OH:8])=[C:4]([CH:9](O)C)[CH:3]=1.C[C:13]1[CH:18]=[C:17]([NH2:19])[CH:16]=[CH:15][C:14]=1[OH:20], predict the reaction product. The product is: [CH3:9][C:4]1[CH:3]=[C:2]([NH2:1])[CH:7]=[CH:6][C:5]=1[OH:8].[CH3:2][C:16]1[CH:15]=[C:14]([OH:20])[CH:13]=[CH:18][C:17]=1[NH2:19].